Predict the reaction yield, written as a fraction of the theoretical maximum amount of product (1.0 means a 100% yield; for example, 0.34 means a 34% yield). From a dataset of Reaction yield outcomes from USPTO patents with 853,638 reactions. (1) The reactants are Br[C:2]1[CH:3]=[C:4]([O:18][CH2:19][CH3:20])[C:5]([O:8][CH2:9][C:10]2[CH:15]=[CH:14][C:13]([O:16][CH3:17])=[CH:12][CH:11]=2)=[N:6][CH:7]=1.[CH3:21][C:22]1([CH3:38])[C:26]([CH3:28])([CH3:27])[O:25][B:24]([B:24]2[O:25][C:26]([CH3:28])([CH3:27])[C:22]([CH3:38])([CH3:21])[O:23]2)[O:23]1.CC([O-])=O.[K+]. The catalyst is O1CCOCC1.C1C=CC(P(C2C=CC=CC=2)[C-]2C=CC=C2)=CC=1.C1C=CC(P(C2C=CC=CC=2)[C-]2C=CC=C2)=CC=1.Cl[Pd]Cl.[Fe+2]. The product is [CH2:19]([O:18][C:4]1[C:5]([O:8][CH2:9][C:10]2[CH:15]=[CH:14][C:13]([O:16][CH3:17])=[CH:12][CH:11]=2)=[N:6][CH:7]=[C:2]([B:24]2[O:25][C:26]([CH3:28])([CH3:27])[C:22]([CH3:38])([CH3:21])[O:23]2)[CH:3]=1)[CH3:20]. The yield is 0.810. (2) The yield is 0.685. The product is [CH3:11][O:10][C:8]([C:7]1[CH:6]=[CH:5][C:4]([C:3]2([C:2]([OH:14])=[O:1])[CH2:26][CH2:25][CH2:24][CH2:23][CH2:22]2)=[CH:13][CH:12]=1)=[O:9]. The reactants are [O:1]=[C:2]([O:14]C1CCCCO1)[CH2:3][C:4]1[CH:13]=[CH:12][C:7]([C:8]([O:10][CH3:11])=[O:9])=[CH:6][CH:5]=1.Br[CH2:22][CH2:23][CH2:24][CH2:25][CH2:26]Br.[H-].[Na+].Cl. The catalyst is CN(C)P(=O)(N(C)C)N(C)C.O1CCOCC1.O.C(OCC)(=O)C. (3) The reactants are [NH2:1][C:2]1[N:10]=[CH:9][N:8]=[C:7]2[C:3]=1[N:4]=C(C=C)[N:6]2[C:11]1[CH:16]=[CH:15][C:14]([NH:17][C:18]([NH:20][C:21]2[CH:26]=[CH:25][C:24]([Cl:27])=[C:23]([C:28]([F:31])([F:30])[F:29])[CH:22]=2)=[O:19])=[CH:13][CH:12]=1.[OH:34]O.[O:36]1[CH2:40][CH2:39][CH2:38]C1. The catalyst is [Os](=O)(=O)(=O)=O. The product is [NH2:1][C:2]1[N:10]=[CH:9][N:8]=[C:7]2[C:3]=1[N:4]=[C:38]([CH:39]([OH:34])[CH2:40][OH:36])[N:6]2[C:11]1[CH:16]=[CH:15][C:14]([NH:17][C:18]([NH:20][C:21]2[CH:26]=[CH:25][C:24]([Cl:27])=[C:23]([C:28]([F:31])([F:30])[F:29])[CH:22]=2)=[O:19])=[CH:13][CH:12]=1. The yield is 0.770. (4) The reactants are [O:1]1[C:5]2([CH2:10][CH2:9][CH:8](OS(C)(=O)=O)[CH2:7][CH2:6]2)[O:4][CH2:3][CH2:2]1.[N-:16]=[N+:17]=[N-:18].[Na+]. The catalyst is CN(C=O)C.[Cl-].[Na+].O. The product is [N:16]([CH:8]1[CH2:9][CH2:10][C:5]2([O:4][CH2:3][CH2:2][O:1]2)[CH2:6][CH2:7]1)=[N+:17]=[N-:18]. The yield is 1.00.